From a dataset of NCI-60 drug combinations with 297,098 pairs across 59 cell lines. Regression. Given two drug SMILES strings and cell line genomic features, predict the synergy score measuring deviation from expected non-interaction effect. Drug 1: C1=NC2=C(N=C(N=C2N1C3C(C(C(O3)CO)O)O)F)N. Drug 2: CCC(=C(C1=CC=CC=C1)C2=CC=C(C=C2)OCCN(C)C)C3=CC=CC=C3.C(C(=O)O)C(CC(=O)O)(C(=O)O)O. Cell line: DU-145. Synergy scores: CSS=-3.00, Synergy_ZIP=-1.31, Synergy_Bliss=-5.17, Synergy_Loewe=-6.47, Synergy_HSA=-5.40.